From a dataset of Catalyst prediction with 721,799 reactions and 888 catalyst types from USPTO. Predict which catalyst facilitates the given reaction. Reactant: [F:1][C:2]1[CH:3]=[C:4]2[C:8](=[C:9]([N+:11]([O-:13])=[O:12])[CH:10]=1)[NH:7][CH:6]=[C:5]2[CH:14]([C:19]1[CH:24]=[CH:23][C:22]([C:25]([F:28])([F:27])[F:26])=[CH:21][CH:20]=1)[CH2:15][C:16](O)=[O:17].[BH4-].[Li+].O. Product: [F:1][C:2]1[CH:3]=[C:4]2[C:8](=[C:9]([N+:11]([O-:13])=[O:12])[CH:10]=1)[NH:7][CH:6]=[C:5]2[CH:14]([C:19]1[CH:24]=[CH:23][C:22]([C:25]([F:27])([F:26])[F:28])=[CH:21][CH:20]=1)[CH2:15][CH2:16][OH:17]. The catalyst class is: 7.